Dataset: Catalyst prediction with 721,799 reactions and 888 catalyst types from USPTO. Task: Predict which catalyst facilitates the given reaction. (1) Reactant: [CH3:1][N:2]1[CH2:6][CH2:5][CH2:4][CH:3]1[CH2:7][CH2:8][NH2:9].[CH3:10][C:11](=[CH:14][C:15]1[CH:20]=[CH:19][CH:18]=[CH:17][CH:16]=1)[CH:12]=O.S([O-])([O-])(=O)=O.[Mg+2].ClCCl.CO.[OH-].[NH4+]. The catalyst class is: 4. Product: [CH3:10][C:11](=[CH:14][C:15]1[CH:20]=[CH:19][CH:18]=[CH:17][CH:16]=1)[CH2:12][NH:9][CH2:8][CH2:7][CH:3]1[CH2:4][CH2:5][CH2:6][N:2]1[CH3:1]. (2) Reactant: [CH3:1][C:2]1[C:3]([Cl:27])=[CH:4][C:5](C(O)CC(C)C)=[C:6]([CH:8]2[CH2:13][CH2:12][N:11]([C:14]([O:16][C:17]([CH3:20])([CH3:19])[CH3:18])=[O:15])[CH2:10][CH2:9]2)[CH:7]=1.[OH:28]S(O)(=O)=O.CC(OC(OC(O[C:44]([CH3:47])([CH3:46])C)=O)=O)(C)C.[CH2:48]([N:50](CC)CC)[CH3:49]. Product: [C:48]([NH:50][CH:47]([C:5]1[CH:4]=[C:3]([Cl:27])[C:2]([CH3:1])=[CH:7][C:6]=1[CH:8]1[CH2:13][CH2:12][N:11]([C:14]([O:16][C:17]([CH3:19])([CH3:20])[CH3:18])=[O:15])[CH2:10][CH2:9]1)[CH2:44][CH3:46])(=[O:28])[CH3:49]. The catalyst class is: 10. (3) Reactant: [NH:1]([C:7]([O:9][C:10]([CH3:13])([CH3:12])[CH3:11])=[O:8])[C@H:2]([C:4]([OH:6])=[O:5])[CH3:3]. Product: [C:7]([NH:1][C@@H:2]([C:4]([OH:6])=[O:5])[CH3:3])([O:9][C:10]([CH3:13])([CH3:11])[CH3:12])=[O:8]. The catalyst class is: 166. (4) Reactant: [F:1][C:2]1[CH:3]=[C:4]([OH:11])[CH:5]=[CH:6][C:7]=1[N+:8]([O-:10])=[O:9].[Cl:12][C:13]1[CH:14]=[C:15]([CH2:20][CH2:21]O)[CH:16]=[CH:17][C:18]=1[Cl:19].C1(P(C2C=CC=CC=2)C2C=CC=CC=2)C=CC=CC=1.CC(OC(/N=N/C(OC(C)C)=O)=O)C. Product: [F:1][C:2]1[CH:3]=[C:4]([O:11][CH2:21][CH2:20][C:15]2[CH:16]=[CH:17][C:18]([Cl:19])=[C:13]([Cl:12])[CH:14]=2)[CH:5]=[CH:6][C:7]=1[N+:8]([O-:10])=[O:9]. The catalyst class is: 1. (5) Reactant: [Cl:1][C:2]1[C:10]([O:11][CH2:12][CH:13]2[CH2:17][CH2:16][CH2:15][CH2:14]2)=[C:9]([S:18]([CH2:21][CH3:22])(=[O:20])=[O:19])[CH:8]=[CH:7][C:3]=1[C:4]([OH:6])=[O:5].[C:23]1(=O)[CH2:28][CH2:27][CH2:26][C:25](=[O:29])[CH2:24]1.Cl.CN(C)CCCN=C=NCC.CN(C1C=CC=CN=1)C. Product: [Cl:1][C:2]1[C:10]([O:11][CH2:12][CH:13]2[CH2:17][CH2:16][CH2:15][CH2:14]2)=[C:9]([S:18]([CH2:21][CH3:22])(=[O:20])=[O:19])[CH:8]=[CH:7][C:3]=1[C:4]([O:6][C:23]1[CH2:28][CH2:27][CH2:26][C:25](=[O:29])[CH:24]=1)=[O:5]. The catalyst class is: 2. (6) Reactant: [CH3:1][O:2][C:3]([C:5]1[NH:6][C:7]2[C:12]([CH:13]=1)=[CH:11][C:10]([OH:14])=[CH:9][CH:8]=2)=[O:4].Cl[C:16]1[CH:21]=[CH:20][C:19]([N+:22]([O-:24])=[O:23])=[CH:18][N:17]=1.C(=O)([O-])[O-].[K+].[K+].O. Product: [CH3:1][O:2][C:3]([C:5]1[NH:6][C:7]2[C:12]([CH:13]=1)=[CH:11][C:10]([O:14][C:16]1[CH:21]=[CH:20][C:19]([N+:22]([O-:24])=[O:23])=[CH:18][N:17]=1)=[CH:9][CH:8]=2)=[O:4]. The catalyst class is: 3. (7) Reactant: [C:1]([N:20]1[CH:24]=[CH:23][N:22]=[C:21]1[N:25]=CN(C)C)([C:14]1[CH:19]=[CH:18][CH:17]=[CH:16][CH:15]=1)([C:8]1[CH:13]=[CH:12][CH:11]=[CH:10][CH:9]=1)[C:2]1[CH:7]=[CH:6][CH:5]=[CH:4][CH:3]=1.C(O)C.NN. Product: [C:1]([N:20]1[CH:24]=[CH:23][N:22]=[C:21]1[NH2:25])([C:14]1[CH:15]=[CH:16][CH:17]=[CH:18][CH:19]=1)([C:8]1[CH:9]=[CH:10][CH:11]=[CH:12][CH:13]=1)[C:2]1[CH:7]=[CH:6][CH:5]=[CH:4][CH:3]=1. The catalyst class is: 15. (8) Reactant: [Cl:1][C:2]1[CH:7]=[CH:6][C:5]([C:8]([CH3:24])([CH3:23])[C:9](=O)[CH2:10][NH:11][C:12]([NH:14][C:15]2[CH:20]=[CH:19][C:18]([F:21])=[CH:17][CH:16]=2)=[S:13])=[CH:4][C:3]=1[O:25][CH3:26].C(OCC)C. Product: [Cl:1][C:2]1[CH:7]=[CH:6][C:5]([C:8]([C:9]2[N:14]([C:15]3[CH:20]=[CH:19][C:18]([F:21])=[CH:17][CH:16]=3)[C:12]([SH:13])=[N:11][CH:10]=2)([CH3:24])[CH3:23])=[CH:4][C:3]=1[O:25][CH3:26]. The catalyst class is: 52. (9) Reactant: [CH2:1]([N:6]([C:24]1[CH:33]=[CH:32][C:27]([C:28]([O:30]C)=[O:29])=[CH:26][CH:25]=1)[C:7]([NH:9][C:10]1[CH:19]=[CH:18][C:17]2[C:16]([CH3:21])([CH3:20])[CH2:15][CH2:14][C:13]([CH3:23])([CH3:22])[C:12]=2[CH:11]=1)=[O:8])[CH2:2][CH2:3][CH2:4][CH3:5].O.[OH-].[Li+].Cl. Product: [CH2:1]([N:6]([C:24]1[CH:25]=[CH:26][C:27]([C:28]([OH:30])=[O:29])=[CH:32][CH:33]=1)[C:7]([NH:9][C:10]1[CH:19]=[CH:18][C:17]2[C:16]([CH3:21])([CH3:20])[CH2:15][CH2:14][C:13]([CH3:22])([CH3:23])[C:12]=2[CH:11]=1)=[O:8])[CH2:2][CH2:3][CH2:4][CH3:5]. The catalyst class is: 87. (10) Reactant: [CH3:1][C:2]1[CH:7]=[CH:6][N:5]2[C:8]([C:11]3[CH:12]=[C:13]([OH:17])[CH:14]=[CH:15][CH:16]=3)=[CH:9][N:10]=[C:4]2[N:3]=1.N1C=CC=CC=1.[F:24][C:25]([F:38])([F:37])[S:26](O[S:26]([C:25]([F:38])([F:37])[F:24])(=[O:28])=[O:27])(=[O:28])=[O:27]. Product: [CH3:1][C:2]1[CH:7]=[CH:6][N:5]2[C:8]([C:11]3[CH:12]=[C:13]([O:17][S:26]([C:25]([F:38])([F:37])[F:24])(=[O:28])=[O:27])[CH:14]=[CH:15][CH:16]=3)=[CH:9][N:10]=[C:4]2[N:3]=1. The catalyst class is: 4.